Task: Regression. Given two drug SMILES strings and cell line genomic features, predict the synergy score measuring deviation from expected non-interaction effect.. Dataset: Merck oncology drug combination screen with 23,052 pairs across 39 cell lines (1) Drug 1: CC(=O)OC1C(=O)C2(C)C(O)CC3OCC3(OC(C)=O)C2C(OC(=O)c2ccccc2)C2(O)CC(OC(=O)C(O)C(NC(=O)c3ccccc3)c3ccccc3)C(C)=C1C2(C)C. Drug 2: Cc1nc(Nc2ncc(C(=O)Nc3c(C)cccc3Cl)s2)cc(N2CCN(CCO)CC2)n1. Cell line: MDAMB436. Synergy scores: synergy=41.6. (2) Synergy scores: synergy=39.9. Drug 2: CCC1(O)CC2CN(CCc3c([nH]c4ccccc34)C(C(=O)OC)(c3cc4c(cc3OC)N(C)C3C(O)(C(=O)OC)C(OC(C)=O)C5(CC)C=CCN6CCC43C65)C2)C1. Cell line: HT144. Drug 1: O=S1(=O)NC2(CN1CC(F)(F)F)C1CCC2Cc2cc(C=CCN3CCC(C(F)(F)F)CC3)ccc2C1.